This data is from Forward reaction prediction with 1.9M reactions from USPTO patents (1976-2016). The task is: Predict the product of the given reaction. (1) Given the reactants COCOC1C=C(CO)C=C(OCOC)C=1CC=C(C)C.[CH3:22][O:23][CH2:24][O:25][C:26]1[CH:27]=[C:28]([CH:35]=[C:36]([O:43][CH2:44][O:45][CH3:46])[C:37]=1[CH2:38][CH:39]=[C:40]([CH3:42])[CH3:41])[CH2:29][O:30][S:31]([CH3:34])(=[O:33])=[O:32].C(N(CC)CC)C.[Cl-].S([O-])(=O)(=O)C, predict the reaction product. The product is: [CH3:22][O:23][CH2:24][O:25][C:26]1[CH:27]=[C:28]([CH:35]=[C:36]([O:43][CH2:44][O:45][CH3:46])[C:37]=1[CH2:38][CH:39]=[C:40]([CH3:42])[CH3:41])[CH2:29][O:30][S:31]([CH3:34])(=[O:33])=[O:32]. (2) Given the reactants C(O[C:4](=[O:9])[C:5]([F:8])([F:7])[F:6])C.[N:10]1[CH:15]=[CH:14][CH:13]=[CH:12][C:11]=1[C:16](=[O:18])[CH3:17].C[O-].[Na+], predict the reaction product. The product is: [F:8][C:5]([F:6])([F:7])[C:4](=[O:9])[CH2:17][C:16]([C:11]1[CH:12]=[CH:13][CH:14]=[CH:15][N:10]=1)=[O:18]. (3) Given the reactants [CH2:1]([N:3]([CH2:14][CH2:15][O:16][CH3:17])[CH2:4][C@H:5]([C:8]1[CH:13]=[CH:12][CH:11]=[CH:10][CH:9]=1)[NH:6][CH3:7])[CH3:2].[Cl:18][C:19]1[CH:20]=[C:21]([CH2:26][C:27]([OH:29])=O)[CH:22]=[CH:23][C:24]=1[Cl:25].C(N(CC)C(C)C)(C)C.F[B-](F)(F)F.N1(OC(N(C)C)=[N+](C)C)C2C=CC=CC=2N=N1, predict the reaction product. The product is: [Cl:18][C:19]1[CH:20]=[C:21]([CH2:26][C:27]([N:6]([C@@H:5]([C:8]2[CH:9]=[CH:10][CH:11]=[CH:12][CH:13]=2)[CH2:4][N:3]([CH2:1][CH3:2])[CH2:14][CH2:15][O:16][CH3:17])[CH3:7])=[O:29])[CH:22]=[CH:23][C:24]=1[Cl:25]. (4) Given the reactants I[C:2]1[CH:3]=[N:4][N:5]([C:7]2[CH:12]=[CH:11][C:10]([N+:13]([O-:15])=[O:14])=[C:9]([CH3:16])[CH:8]=2)[CH:6]=1.I[C:18]([F:24])([F:23])[C:19]([F:22])([F:21])[F:20], predict the reaction product. The product is: [CH3:16][C:9]1[CH:8]=[C:7]([N:5]2[CH:6]=[C:2]([C:18]([F:24])([F:23])[C:19]([F:22])([F:21])[F:20])[CH:3]=[N:4]2)[CH:12]=[CH:11][C:10]=1[N+:13]([O-:15])=[O:14]. (5) Given the reactants [CH3:1][C:2]1[CH:11]=[CH:10][C:5]([C:6]([O:8][CH3:9])=[O:7])=[CH:4][N:3]=1.CO, predict the reaction product. The product is: [CH3:1][CH:2]1[NH:3][CH2:4][CH:5]([C:6]([O:8][CH3:9])=[O:7])[CH2:10][CH2:11]1. (6) The product is: [CH2:1]([C@H:8]([NH:33][C:34](=[O:40])[O:35][C:36]([CH3:38])([CH3:37])[CH3:39])[C@@H:9]([OH:32])[CH2:10][N:11]([CH2:25][C:26]1[CH:27]=[CH:28][C:29]([O:44][CH3:42])=[CH:30][CH:31]=1)[NH:12][C:13](=[O:24])[C@@H:14]([NH:19][C:20]([O:22][CH3:23])=[O:21])[C@@H:15]([CH3:18])[CH2:16][CH3:17])[C:2]1[CH:3]=[CH:4][CH:5]=[CH:6][CH:7]=1. Given the reactants [CH2:1]([C@H:8]([NH:33][C:34](=[O:40])[O:35][C:36]([CH3:39])([CH3:38])[CH3:37])[C@@H:9]([OH:32])[CH2:10][N:11]([CH2:25][C:26]1[CH:31]=[CH:30][CH:29]=[CH:28][CH:27]=1)[NH:12][C:13](=[O:24])[C@@H:14]([NH:19][C:20]([O:22][CH3:23])=[O:21])[C@@H:15]([CH3:18])[CH2:16][CH3:17])[C:2]1[CH:7]=[CH:6][CH:5]=[CH:4][CH:3]=1.Cl.[C:42](O)(=[O:44])C.C(O[BH-](OC(=O)C)OC(=O)C)(=O)C.[Na+].C(=O)C1C=CC(OC)=CC=1, predict the reaction product.